Dataset: Forward reaction prediction with 1.9M reactions from USPTO patents (1976-2016). Task: Predict the product of the given reaction. Given the reactants Br[CH2:2][C:3]1[CH:8]=[CH:7][C:6]([S:9][CH3:10])=[CH:5][CH:4]=1.[C:11]([O:15][C:16]([N:18]1[CH2:23][CH2:22][CH:21]([CH2:24][C:25](=[O:32])[CH2:26][C:27]([O:29][CH2:30][CH3:31])=[O:28])[CH2:20][CH2:19]1)=[O:17])([CH3:14])([CH3:13])[CH3:12], predict the reaction product. The product is: [C:11]([O:15][C:16]([N:18]1[CH2:23][CH2:22][CH:21]([CH2:24][C:25](=[O:32])[CH:26]([C:27]([O:29][CH2:30][CH3:31])=[O:28])[CH2:2][C:3]2[CH:8]=[CH:7][C:6]([S:9][CH3:10])=[CH:5][CH:4]=2)[CH2:20][CH2:19]1)=[O:17])([CH3:13])([CH3:14])[CH3:12].